This data is from Reaction yield outcomes from USPTO patents with 853,638 reactions. The task is: Predict the reaction yield, written as a fraction of the theoretical maximum amount of product (1.0 means a 100% yield; for example, 0.34 means a 34% yield). (1) The reactants are C([O:4][C:5]([C:7]1[N:8]([N:12]([CH2:33][C:34]2[CH:39]=[CH:38][C:37]([F:40])=[C:36]([Cl:41])[CH:35]=2)[C:13](=[O:32])[CH2:14][C:15]2[NH:20][C:19]3[CH:21]=[CH:22][C:23](CS(C)(=O)=O)=[CH:24][C:18]=3[S:17](=[O:31])(=[O:30])[N:16]=2)[CH:9]=[CH:10][CH:11]=1)=O)C=C.[O-]CC.[Na+].Cl. The catalyst is C(O)C.C(OCC)(=O)C. The product is [Cl:41][C:36]1[CH:35]=[C:34]([CH:39]=[CH:38][C:37]=1[F:40])[CH2:33][N:12]1[C:13](=[O:32])[C:14]([C:15]2[NH:20][C:19]3[CH:21]=[CH:22][C:23]([NH:16][S:17]([CH3:18])(=[O:31])=[O:30])=[CH:24][C:18]=3[S:17](=[O:31])(=[O:30])[N:16]=2)=[C:5]([OH:4])[C:7]2=[CH:11][CH:10]=[CH:9][N:8]12. The yield is 0.320. (2) The reactants are Br[C:2]1[N:6]2[C:7](=[O:18])[N:8]([C:11]3[CH:16]=[CH:15][C:14]([F:17])=[CH:13][CH:12]=3)[CH2:9][CH2:10][C:5]2=[N:4][C:3]=1[CH2:19][O:20][C:21]1[CH:26]=[CH:25][CH:24]=[CH:23][CH:22]=1.[CH3:27]B(O)O.C([O-])([O-])=O.[K+].[K+]. The catalyst is O1CCOCC1.CN(C=O)C.C1C=CC([P]([Pd]([P](C2C=CC=CC=2)(C2C=CC=CC=2)C2C=CC=CC=2)([P](C2C=CC=CC=2)(C2C=CC=CC=2)C2C=CC=CC=2)[P](C2C=CC=CC=2)(C2C=CC=CC=2)C2C=CC=CC=2)(C2C=CC=CC=2)C2C=CC=CC=2)=CC=1. The product is [F:17][C:14]1[CH:15]=[CH:16][C:11]([N:8]2[CH2:9][CH2:10][C:5]3=[N:4][C:3]([CH2:19][O:20][C:21]4[CH:26]=[CH:25][CH:24]=[CH:23][CH:22]=4)=[C:2]([CH3:27])[N:6]3[C:7]2=[O:18])=[CH:12][CH:13]=1. The yield is 0.560.